Regression/Classification. Given a drug SMILES string, predict its absorption, distribution, metabolism, or excretion properties. Task type varies by dataset: regression for continuous measurements (e.g., permeability, clearance, half-life) or binary classification for categorical outcomes (e.g., BBB penetration, CYP inhibition). Dataset: cyp1a2_veith. From a dataset of CYP1A2 inhibition data for predicting drug metabolism from PubChem BioAssay. (1) The molecule is O=C(NC1CCCC1)C1CC(c2ccc(F)cc2)=NO1. The result is 1 (inhibitor). (2) The molecule is Nc1ccc(Nc2ccccc2)cc1. The result is 1 (inhibitor).